From a dataset of Reaction yield outcomes from USPTO patents with 853,638 reactions. Predict the reaction yield, written as a fraction of the theoretical maximum amount of product (1.0 means a 100% yield; for example, 0.34 means a 34% yield). (1) The reactants are C([O:8][C:9]1[CH:23]=[CH:22][C:12]([O:13][CH:14]2[CH:19]3[CH2:20][CH2:21][N:16]([CH2:17][CH2:18]3)[CH2:15]2)=[CH:11][CH:10]=1)C1C=CC=CC=1. The catalyst is C(O)C.[Pd]. The product is [N:16]12[CH2:17][CH2:18][CH:19]([CH2:20][CH2:21]1)[CH:14]([O:13][C:12]1[CH:22]=[CH:23][C:9]([OH:8])=[CH:10][CH:11]=1)[CH2:15]2. The yield is 0.840. (2) The reactants are [Cl:1][C:2]1[CH:3]=[C:4]2[C:8](=[C:9]([NH:11][CH:12]3[CH2:16][CH2:15][CH2:14][CH2:13]3)[CH:10]=1)[NH:7][C:6]([C:17]1[S:18][CH2:19][C@@H:20]([CH2:22][CH2:23]O)[N:21]=1)=[CH:5]2.II.N1C=CN=C1.[NH:32]1[CH:36]=[CH:35][CH:34]=[N:33]1.[H-].[Na+]. The catalyst is O1CCCC1. The product is [Cl:1][C:2]1[CH:3]=[C:4]2[C:8](=[C:9]([NH:11][CH:12]3[CH2:16][CH2:15][CH2:14][CH2:13]3)[CH:10]=1)[NH:7][C:6]([C:17]1[S:18][CH2:19][C@@H:20]([CH2:22][CH2:23][N:32]3[CH:36]=[CH:35][CH:34]=[N:33]3)[N:21]=1)=[CH:5]2. The yield is 0.340. (3) The reactants are [NH2:1][C:2]1[CH:6]=CNN=1.CO[C:9](=[O:20])[C:10]1[CH:15]=[CH:14][C:13]([O:16][CH:17]([F:19])[F:18])=[CH:12][CH:11]=1. No catalyst specified. The product is [F:19][CH:17]([F:18])[O:16][C:13]1[CH:12]=[CH:11][C:10]([C:9](=[O:20])[CH2:6][C:2]#[N:1])=[CH:15][CH:14]=1. The yield is 0.900.